This data is from Peptide-MHC class I binding affinity with 185,985 pairs from IEDB/IMGT. The task is: Regression. Given a peptide amino acid sequence and an MHC pseudo amino acid sequence, predict their binding affinity value. This is MHC class I binding data. The peptide sequence is HPIMYYTKF. The MHC is HLA-B54:01 with pseudo-sequence HLA-B54:01. The binding affinity (normalized) is 0.239.